This data is from Merck oncology drug combination screen with 23,052 pairs across 39 cell lines. The task is: Regression. Given two drug SMILES strings and cell line genomic features, predict the synergy score measuring deviation from expected non-interaction effect. (1) Drug 1: O=C(CCCCCCC(=O)Nc1ccccc1)NO. Drug 2: CCc1cnn2c(NCc3ccc[n+]([O-])c3)cc(N3CCCCC3CCO)nc12. Cell line: CAOV3. Synergy scores: synergy=-19.6. (2) Drug 2: CCC1(O)C(=O)OCc2c1cc1n(c2=O)Cc2cc3c(CN(C)C)c(O)ccc3nc2-1. Synergy scores: synergy=33.1. Cell line: SW837. Drug 1: NC1(c2ccc(-c3nc4ccn5c(=O)[nH]nc5c4cc3-c3ccccc3)cc2)CCC1. (3) Drug 1: Nc1ccn(C2OC(CO)C(O)C2(F)F)c(=O)n1. Drug 2: Cn1cc(-c2cnn3c(N)c(Br)c(C4CCCNC4)nc23)cn1. Cell line: A375. Synergy scores: synergy=50.8. (4) Drug 1: N#Cc1ccc(Cn2cncc2CN2CCN(c3cccc(Cl)c3)C(=O)C2)cc1. Drug 2: O=C(CCCCCCC(=O)Nc1ccccc1)NO. Cell line: LNCAP. Synergy scores: synergy=22.4.